Dataset: Forward reaction prediction with 1.9M reactions from USPTO patents (1976-2016). Task: Predict the product of the given reaction. Given the reactants [OH:1][C@@H:2]1[C@H:6]([OH:7])[CH2:5][O:4][C:3]1=[O:8].CO[C:11](OC)([CH3:13])[CH3:12].O.CC1C=CC(S(O)(=O)=O)=CC=1, predict the reaction product. The product is: [CH3:12][C:11]1([CH3:13])[O:7][C@@H:6]2[CH2:5][O:4][C:3](=[O:8])[C@@H:2]2[O:1]1.